This data is from NCI-60 drug combinations with 297,098 pairs across 59 cell lines. The task is: Regression. Given two drug SMILES strings and cell line genomic features, predict the synergy score measuring deviation from expected non-interaction effect. Drug 1: CC1C(C(CC(O1)OC2CC(CC3=C2C(=C4C(=C3O)C(=O)C5=C(C4=O)C(=CC=C5)OC)O)(C(=O)C)O)N)O.Cl. Drug 2: C1CC(C1)(C(=O)O)C(=O)O.[NH2-].[NH2-].[Pt+2]. Cell line: SW-620. Synergy scores: CSS=38.8, Synergy_ZIP=-1.57, Synergy_Bliss=0.637, Synergy_Loewe=-20.7, Synergy_HSA=1.98.